Dataset: Peptide-MHC class I binding affinity with 185,985 pairs from IEDB/IMGT. Task: Regression. Given a peptide amino acid sequence and an MHC pseudo amino acid sequence, predict their binding affinity value. This is MHC class I binding data. (1) The peptide sequence is AVDLSHFLR. The MHC is HLA-A30:02 with pseudo-sequence HLA-A30:02. The binding affinity (normalized) is 0. (2) The peptide sequence is IHLSTDRKTW. The MHC is Mamu-B17 with pseudo-sequence Mamu-B17. The binding affinity (normalized) is 0.557.